Dataset: Reaction yield outcomes from USPTO patents with 853,638 reactions. Task: Predict the reaction yield, written as a fraction of the theoretical maximum amount of product (1.0 means a 100% yield; for example, 0.34 means a 34% yield). (1) The reactants are [OH:1][C:2]1[CH:10]=[CH:9][C:8]2[N:7]3[CH2:11][CH2:12][NH:13][C:14](=[O:15])[C:6]3=[CH:5][C:4]=2[CH:3]=1.[C:16]([O:20][C:21]([N:23]1[CH2:28][CH2:27][CH:26](O)[CH2:25][CH2:24]1)=[O:22])([CH3:19])([CH3:18])[CH3:17].C1(P(C2C=CC=CC=2)C2C=CC=CC=2)C=CC=CC=1.N(C(OC(C)(C)C)=O)=NC(OC(C)(C)C)=O. The catalyst is O1CCCC1. The product is [C:16]([O:20][C:21]([N:23]1[CH2:28][CH2:27][CH:26]([O:1][C:2]2[CH:10]=[CH:9][C:8]3[N:7]4[CH2:11][CH2:12][NH:13][C:14](=[O:15])[C:6]4=[CH:5][C:4]=3[CH:3]=2)[CH2:25][CH2:24]1)=[O:22])([CH3:19])([CH3:17])[CH3:18]. The yield is 0.490. (2) The reactants are [CH2:1]([O:3][C:4]([O:6][CH:7]([N:9]1[C:13](=[O:14])[O:12][N:11]=[C:10]1[C:15]1[N:19]([CH3:20])[N:18]=[CH:17][C:16]=1[C:21]1[CH:49]=[CH:48][C:24]([C:25]([N:27]([C:41]2[C:46]([CH3:47])=[CH:45][CH:44]=[CH:43][N:42]=2)[C@@H:28]2[CH2:33][CH2:32][CH2:31][N:30](C(OC(C)(C)C)=O)[CH2:29]2)=[O:26])=[CH:23][CH:22]=1)[CH3:8])=[O:5])[CH3:2].Cl.O1CCOCC1. The catalyst is C(Cl)Cl. The product is [C:4](=[O:5])([O:6][CH:7]([N:9]1[C:13](=[O:14])[O:12][N:11]=[C:10]1[C:15]1[N:19]([CH3:20])[N:18]=[CH:17][C:16]=1[C:21]1[CH:22]=[CH:23][C:24]([C:25](=[O:26])[N:27]([C:41]2[C:46]([CH3:47])=[CH:45][CH:44]=[CH:43][N:42]=2)[C@@H:28]2[CH2:33][CH2:32][CH2:31][NH:30][CH2:29]2)=[CH:48][CH:49]=1)[CH3:8])[O:3][CH2:1][CH3:2]. The yield is 0.800. (3) The reactants are [N:1]1[CH:6]=[CH:5][CH:4]=[CH:3][C:2]=1[O:7][C:8]1[CH:9]=[C:10]([OH:14])[CH:11]=[CH:12][CH:13]=1.Br[C:16]1[CH:21]=[CH:20][CH:19]=[C:18]([Br:22])N=1.[CH3:23]N1C=CN=C1.C(=O)([O-])[O-].[K+].[K+]. The catalyst is [Cu]I.C1(C)C=CC=CC=1. The product is [Br:22][C:18]1[CH:23]=[C:16]([CH:21]=[CH:20][CH:19]=1)[O:14][C:10]1[CH:9]=[C:8]([CH:13]=[CH:12][CH:11]=1)[O:7][C:2]1[CH:3]=[CH:4][CH:5]=[CH:6][N:1]=1. The yield is 0.600. (4) The reactants are [OH:1][C@@H:2]1[CH2:6][CH2:5][O:4][C:3]1=[O:7].C1(P(C2C=CC=CC=2)C2C=CC=CC=2)C=CC=CC=1.[Br:27][C:28]1[CH:33]=[CH:32][C:31](O)=[C:30]([F:35])[CH:29]=1.N(C(OC(C)(C)C)=O)=NC(OC(C)(C)C)=O. The catalyst is C1(C)C=CC=CC=1. The product is [Br:27][C:28]1[CH:33]=[CH:32][C:31]([O:1][C@H:2]2[CH2:6][CH2:5][O:4][C:3]2=[O:7])=[C:30]([F:35])[CH:29]=1. The yield is 0.640.